Dataset: Reaction yield outcomes from USPTO patents with 853,638 reactions. Task: Predict the reaction yield, written as a fraction of the theoretical maximum amount of product (1.0 means a 100% yield; for example, 0.34 means a 34% yield). (1) The reactants are F[C:2]1[C:7]([C:8]2[N:13]=[C:12]([CH3:14])[N:11]=[C:10]([N:15](CC3C=CC(OC)=CC=3)CC3C=CC(OC)=CC=3)[N:9]=2)=[CH:6][C:5]([CH:34]([N:36]2[CH2:41][CH2:40][O:39][CH2:38][CH2:37]2)[CH3:35])=[CH:4][N:3]=1.[S:42]1[C:46]2[CH:47]=[CH:48][C:49]([NH2:51])=[CH:50][C:45]=2[N:44]=[CH:43]1.C[Si]([N-][Si](C)(C)C)(C)C.[Na+].FC(F)(F)C(O)=O.FC(F)(F)S(O)(=O)=O. The catalyst is C1COCC1. The product is [NH2:15][C:10]1[N:11]=[C:12]([CH3:14])[N:13]=[C:8]([C:7]2[C:2]([NH:51][C:49]3[CH:48]=[CH:47][C:46]4[S:42][CH:43]=[N:44][C:45]=4[CH:50]=3)=[N:3][CH:4]=[C:5]([CH:34]([N:36]3[CH2:37][CH2:38][O:39][CH2:40][CH2:41]3)[CH3:35])[CH:6]=2)[N:9]=1. The yield is 0.0623. (2) The reactants are [S:1]1[CH2:5][C:4](=[O:6])[NH:3][C:2]1=[O:7].[Li][CH2:9]CCC.[CH3:13][O:14][C:15]1[CH:22]=[CH:21][C:18]([CH2:19]Br)=[CH:17][C:16]=1[C:23]1[C:32]([CH3:33])=[CH:31][C:30]2[C:29]([CH3:35])([CH3:34])[CH2:28][CH:27](C)[CH:26]([CH3:37])[C:25]=2[CH:24]=1.Cl. The catalyst is C1COCC1.C(OCC)(=O)C. The product is [CH3:13][O:14][C:15]1[CH:22]=[CH:21][C:18]([CH2:19][CH:5]2[S:1][C:2](=[O:7])[NH:3][C:4]2=[O:6])=[CH:17][C:16]=1[C:23]1[C:32]([CH3:33])=[CH:31][C:30]2[C:29]([CH3:35])([CH3:34])[CH2:28][CH2:27][C:26]([CH3:37])([CH3:9])[C:25]=2[CH:24]=1. The yield is 0.240. (3) The reactants are [N:1]1([C:7]2[O:8][C:9]3[CH:10]=[N:11][CH:12]=[CH:13][C:14]=3[N:15]=2)[CH2:6][CH2:5][NH:4][CH2:3][CH2:2]1.[C:16]([O:21][C@@H:22]([C:24]1[N:29]=[C:28](Cl)[CH:27]=[CH:26][N:25]=1)[CH3:23])(=[O:20])[CH2:17][CH2:18][CH3:19].C(N(CC)CC)C. The catalyst is C(O)(C)C. The product is [C:16]([O:21][C@@H:22]([C:24]1[N:25]=[C:26]([N:4]2[CH2:5][CH2:6][N:1]([C:7]3[O:8][C:9]4[CH:10]=[N:11][CH:12]=[CH:13][C:14]=4[N:15]=3)[CH2:2][CH2:3]2)[CH:27]=[CH:28][N:29]=1)[CH3:23])(=[O:20])[CH2:17][CH2:18][CH3:19]. The yield is 0.790.